From a dataset of Forward reaction prediction with 1.9M reactions from USPTO patents (1976-2016). Predict the product of the given reaction. (1) Given the reactants [C:1]([OH:10])(=[O:9])[C@@H:2]([C@H:4]([C:6]([OH:8])=[O:7])[OH:5])[OH:3].[CH3:11][C:12]([OH:15])([CH3:14])[CH3:13], predict the reaction product. The product is: [C:6]([CH:4]([CH:2]([C:1]([OH:10])=[O:9])[OH:3])[OH:5])([OH:8])=[O:7].[CH3:11][C:12]([OH:15])([CH3:14])[CH3:13]. (2) Given the reactants FC1C=CC=C(F)C=1C(O)=O.[N+]([O-])([O-])=O.[K+].[N+:17]([C:20]1[C:21]([F:30])=[C:22]([C:26]([F:29])=[CH:27][CH:28]=1)[C:23]([OH:25])=[O:24])([O-:19])=[O:18].NC1C=C2C(=CC=1)NN=C2.[ClH:41].O, predict the reaction product. The product is: [N+:17]([C:20]1[C:21]([F:30])=[C:22]([C:26]([F:29])=[CH:27][CH:28]=1)[C:23]([OH:25])=[O:24])([O-:19])=[O:18].[ClH:41]. (3) Given the reactants Br[C:2]1[CH:7]=[C:6]([CH2:8][CH3:9])[CH:5]=[CH:4][C:3]=1[OH:10].[S:11]1[CH:15]=[CH:14][CH:13]=[C:12]1B(O)O.C(=O)([O-])[O-].[Na+].[Na+], predict the reaction product. The product is: [CH2:8]([C:6]1[CH:5]=[CH:4][C:3]([OH:10])=[C:2]([C:12]2[S:11][CH:15]=[CH:14][CH:13]=2)[CH:7]=1)[CH3:9].